This data is from Forward reaction prediction with 1.9M reactions from USPTO patents (1976-2016). The task is: Predict the product of the given reaction. Given the reactants [C:1]([O:5][C:6](=[O:21])[CH2:7][N:8]1[C:16]2[C:11](=[CH:12][C:13](Br)=[CH:14][CH:15]=2)[C:10]([C:18](=[O:20])[NH2:19])=[N:9]1)([CH3:4])([CH3:3])[CH3:2].CC1(C)C(C)(C)OB([C:30]2[CH:31]=[N:32][NH:33][CH:34]=2)O1.C(=O)([O-])[O-].[Cs+].[Cs+].CN(C=O)C, predict the reaction product. The product is: [C:18]([C:10]1[C:11]2[C:16](=[CH:15][CH:14]=[C:13]([C:30]3[CH:31]=[N:32][NH:33][CH:34]=3)[CH:12]=2)[N:8]([CH2:7][C:6]([O:5][C:1]([CH3:4])([CH3:3])[CH3:2])=[O:21])[N:9]=1)(=[O:20])[NH2:19].